Task: Predict the reaction yield, written as a fraction of the theoretical maximum amount of product (1.0 means a 100% yield; for example, 0.34 means a 34% yield).. Dataset: Reaction yield outcomes from USPTO patents with 853,638 reactions The reactants are [Br:1][C:2]1[CH:15]=[CH:14][C:5]([CH2:6][C:7]2([OH:13])[CH2:12][CH2:11][CH2:10][CH2:9][CH2:8]2)=[CH:4][CH:3]=1.[H-].[Na+].[CH3:18]I.O. The catalyst is CN(C)C=O. The product is [CH3:18][O:13][C:7]1([CH2:6][C:5]2[CH:4]=[CH:3][C:2]([Br:1])=[CH:15][CH:14]=2)[CH2:12][CH2:11][CH2:10][CH2:9][CH2:8]1. The yield is 0.340.